Dataset: Full USPTO retrosynthesis dataset with 1.9M reactions from patents (1976-2016). Task: Predict the reactants needed to synthesize the given product. Given the product [OH:16][C:13]1[CH:12]=[CH:11][C:10]([C:8]2[S:9][C:5]3[CH:4]=[C:3]([OH:2])[CH:19]=[CH:18][C:6]=3[N:7]=2)=[CH:15][CH:14]=1, predict the reactants needed to synthesize it. The reactants are: C[O:2][C:3]1[CH:19]=[CH:18][C:6]2[N:7]=[C:8]([C:10]3[CH:15]=[CH:14][C:13]([O:16]C)=[CH:12][CH:11]=3)[S:9][C:5]=2[CH:4]=1.Cl.N1C=CC=CC=1.Cl.